This data is from Forward reaction prediction with 1.9M reactions from USPTO patents (1976-2016). The task is: Predict the product of the given reaction. (1) Given the reactants CC1(C)CCC(=O)CC1.C([N:20]1[CH2:24][CH2:23][C@H:22]([N:25]([CH:31]2[CH2:36][CH2:35][CH2:34][CH2:33][CH2:32]2)[CH2:26][C:27]([O:29][CH3:30])=[O:28])[CH2:21]1)(OCC1C=CC=CC=1)=O, predict the reaction product. The product is: [NH:20]1[CH2:24][CH2:23][C@H:22]([N:25]([CH:31]2[CH2:36][CH2:35][CH2:34][CH2:33][CH2:32]2)[CH2:26][C:27]([O:29][CH3:30])=[O:28])[CH2:21]1. (2) Given the reactants [Br:1][C:2]1[N:7]=[C:6]([CH2:8][C:9]([OH:11])=O)[CH:5]=[CH:4][CH:3]=1.C(Cl)CCl.C1C=CC2N(O)N=NC=2C=1.[CH:26]1([C:29]([NH:31][NH2:32])=[O:30])[CH2:28][CH2:27]1.CCN(C(C)C)C(C)C, predict the reaction product. The product is: [Br:1][C:2]1[N:7]=[C:6]([CH2:8][C:9]([NH:32][NH:31][C:29]([CH:26]2[CH2:28][CH2:27]2)=[O:30])=[O:11])[CH:5]=[CH:4][CH:3]=1. (3) Given the reactants [F:1][C:2]1[CH:10]=[CH:9][CH:8]=[C:7]2[C:3]=1[CH:4]=[CH:5][NH:6]2.P(Cl)(Cl)(Cl)=O.CN([CH:19]=[O:20])C, predict the reaction product. The product is: [F:1][C:2]1[CH:10]=[CH:9][CH:8]=[C:7]2[C:3]=1[C:4]([CH:19]=[O:20])=[CH:5][NH:6]2. (4) Given the reactants [O:1]1[C:6]2[CH:7]=[CH:8][C:9]([S:11][C:12]3[CH:17]=[CH:16][C:15]([C:18]4[CH:23]=[CH:22][N:21]=[CH:20][CH:19]=4)=[CH:14][C:13]=3[C:24]([F:27])([F:26])[F:25])=[CH:10][C:5]=2[O:4][CH2:3][CH2:2]1.OC1CCNC1.[OH:34][CH:35]1[CH2:40][CH2:39][NH:38][CH2:37][CH2:36]1, predict the reaction product. The product is: [O:1]1[C:6]2[CH:7]=[CH:8][C:9]([S:11][C:12]3[CH:17]=[CH:16][C:15]([C:18]4[CH:19]=[CH:20][N:21]=[C:22]([N:38]5[CH2:39][CH2:40][CH:35]([OH:34])[CH2:36][CH2:37]5)[CH:23]=4)=[CH:14][C:13]=3[C:24]([F:25])([F:26])[F:27])=[CH:10][C:5]=2[O:4][CH2:3][CH2:2]1. (5) The product is: [CH3:8][C:3]1[C:2]([N:50]2[CH2:51][CH2:52][C:53]3[C:58](=[CH:57][CH:56]=[C:55]([CH2:59][C:60]([O:62][CH2:63][CH3:64])=[O:61])[CH:54]=3)[CH2:49]2)=[CH:7][CH:6]=[CH:5][N:4]=1.[CH3:8][C:3]1[C:2]([N:66]2[CH2:67][CH2:68][C:69]3[C:74](=[C:73]([CH2:75][C:76]([O:78][CH2:79][CH3:80])=[O:77])[CH:72]=[CH:71][CH:70]=3)[CH2:65]2)=[CH:7][CH:6]=[CH:5][N:4]=1. Given the reactants Br[C:2]1[C:3]([CH3:8])=[N:4][CH:5]=[CH:6][CH:7]=1.CC(C1C=C(C(C)C)C(C2C=CC=CC=2P(C2CCCCC2)C2CCCCC2)=C(C(C)C)C=1)C.C([O-])([O-])=O.[Cs+].[Cs+].[CH2:49]1[C:58]2[C:53](=[CH:54][C:55]([CH2:59][C:60]([O:62][CH2:63][CH3:64])=[O:61])=[CH:56][CH:57]=2)[CH2:52][CH2:51][NH:50]1.[CH2:65]1[C:74]2[C:69](=[CH:70][CH:71]=[CH:72][C:73]=2[CH2:75][C:76]([O:78][CH2:79][CH3:80])=[O:77])[CH2:68][CH2:67][NH:66]1, predict the reaction product. (6) Given the reactants [N:1]([C@@H:4]1[CH2:8][O:7][CH2:6][C@@H:5]1[O:9][Si:10]([C:13]([CH3:16])([CH3:15])[CH3:14])([CH3:12])[CH3:11])=[N+]=[N-], predict the reaction product. The product is: [Si:10]([O:9][C@H:5]1[CH2:6][O:7][CH2:8][C@H:4]1[NH2:1])([C:13]([CH3:16])([CH3:15])[CH3:14])([CH3:12])[CH3:11]. (7) Given the reactants [C:1]1([CH:7]2[CH2:12][CH2:11][NH:10][CH2:9][CH2:8]2)[CH:6]=[CH:5][CH:4]=[CH:3][CH:2]=1.CC(C)([O-])C.[Na+].C1C=CC(P(C2C(C3C(P(C4C=CC=CC=4)C4C=CC=CC=4)=CC=C4C=3C=CC=C4)=C3C(C=CC=C3)=CC=2)C2C=CC=CC=2)=CC=1.Br[C:66]1[CH:71]=[CH:70][N:69]([CH2:72][CH2:73][CH2:74][CH3:75])[C:68](=[O:76])[CH:67]=1, predict the reaction product. The product is: [CH2:72]([N:69]1[CH:70]=[CH:71][C:66]([N:10]2[CH2:9][CH2:8][CH:7]([C:1]3[CH:6]=[CH:5][CH:4]=[CH:3][CH:2]=3)[CH2:12][CH2:11]2)=[CH:67][C:68]1=[O:76])[CH2:73][CH2:74][CH3:75].